Predict which catalyst facilitates the given reaction. From a dataset of Catalyst prediction with 721,799 reactions and 888 catalyst types from USPTO. (1) Reactant: [Cl:1][C:2]1[CH:3]=[C:4]([C:12]2[S:13][C:14]([C:17]3[C:18]([O:34][CH3:35])=[C:19]([CH2:24][CH2:25][N:26]4[CH2:29][CH:28]([C:30]([O:32]C)=[O:31])[CH2:27]4)[CH:20]=[C:21]([F:23])[CH:22]=3)=[CH:15][N:16]=2)[CH:5]=[CH:6][C:7]=1[O:8][CH:9]([CH3:11])[CH3:10].[OH-].[Na+]. Product: [Cl:1][C:2]1[CH:3]=[C:4]([C:12]2[S:13][C:14]([C:17]3[C:18]([O:34][CH3:35])=[C:19]([CH2:24][CH2:25][N:26]4[CH2:29][CH:28]([C:30]([OH:32])=[O:31])[CH2:27]4)[CH:20]=[C:21]([F:23])[CH:22]=3)=[CH:15][N:16]=2)[CH:5]=[CH:6][C:7]=1[O:8][CH:9]([CH3:10])[CH3:11]. The catalyst class is: 252. (2) Reactant: [CH2:1]([C:9]1[CH:15]=[CH:14][C:12]([NH2:13])=[CH:11][CH:10]=1)[CH2:2][CH2:3][CH2:4][CH2:5][CH2:6][CH2:7][CH3:8].[CH:16]([C:18]1([NH:26][C:27](=[O:33])[O:28][C:29]([CH3:32])([CH3:31])[CH3:30])[CH2:23][O:22][C:21]([CH3:25])([CH3:24])[O:20][CH2:19]1)=O.[BH-](OC(C)=O)(OC(C)=O)OC(C)=O.[Na+].ClCCCl. Product: [CH3:24][C:21]1([CH3:25])[O:20][CH2:19][C:18]([NH:26][C:27](=[O:33])[O:28][C:29]([CH3:32])([CH3:31])[CH3:30])([CH2:16][NH:13][C:12]2[CH:11]=[CH:10][C:9]([CH2:1][CH2:2][CH2:3][CH2:4][CH2:5][CH2:6][CH2:7][CH3:8])=[CH:15][CH:14]=2)[CH2:23][O:22]1. The catalyst class is: 28. (3) Product: [F:1][C:2]1[CH:7]=[CH:6][C:5]([C:8]2[N:27]([CH2:26][CH2:25][C:19]3[CH:24]=[CH:23][CH:22]=[CH:21][CH:20]=3)[N:28]=[C:10]([CH3:11])[CH:9]=2)=[CH:4][CH:3]=1. The catalyst class is: 41. Reactant: [F:1][C:2]1[CH:7]=[CH:6][C:5]([C:8](=O)[CH2:9][C:10](=O)[CH3:11])=[CH:4][CH:3]=1.S(=O)(=O)(O)O.[C:19]1([CH2:25][CH2:26][NH:27][NH2:28])[CH:24]=[CH:23][CH:22]=[CH:21][CH:20]=1.C(N(CC)CC)C.FC(F)(F)C(O)=O. (4) Product: [CH3:21][O:20][C:14]1[C:13]2[CH:12]=[C:11]([C:8]3[N:6]4[N:7]=[C:2]([N:23]([CH3:22])[CH:24]([CH3:27])[CH2:25][OH:26])[CH:3]=[CH:4][C:5]4=[N:10][CH:9]=3)[O:19][C:18]=2[CH:17]=[CH:16][N:15]=1. Reactant: Cl[C:2]1[CH:3]=[CH:4][C:5]2[N:6]([C:8]([C:11]3[O:19][C:18]4[CH:17]=[CH:16][N:15]=[C:14]([O:20][CH3:21])[C:13]=4[CH:12]=3)=[CH:9][N:10]=2)[N:7]=1.[CH3:22][NH:23][CH:24]([CH3:27])[CH2:25][OH:26]. The catalyst class is: 51. (5) Reactant: [CH2:1]([C:3]1[CH2:4][CH2:5][C@@H:6]([C:8]([O:10][CH2:11][CH3:12])=[O:9])[N:7]=1)[CH3:2]. Product: [CH2:1]([C@@H:3]1[NH:7][C@H:6]([C:8]([O:10][CH2:11][CH3:12])=[O:9])[CH2:5][CH2:4]1)[CH3:2]. The catalyst class is: 29. (6) Reactant: [Cl:1][C:2]1[C:3](I)=[CH:4][C:5]([N+:9]([O-:11])=[O:10])=[C:6]([CH:8]=1)[NH2:7].[F:13][C:14]1[CH:19]=[CH:18][C:17](B(O)O)=[CH:16][CH:15]=1.O.[O-]P([O-])([O-])=O.[K+].[K+].[K+]. Product: [Cl:1][C:2]1[C:3]([C:17]2[CH:18]=[CH:19][C:14]([F:13])=[CH:15][CH:16]=2)=[CH:4][C:5]([N+:9]([O-:11])=[O:10])=[C:6]([CH:8]=1)[NH2:7]. The catalyst class is: 77. (7) Reactant: C([O:3][C:4]([C:6]1[N:7]=[N:8][C:9]([Cl:24])=[CH:10][C:11]=1[NH:12][C:13]1[CH:18]=[CH:17][CH:16]=[C:15]([N:19]2[CH:23]=[CH:22][N:21]=[N:20]2)[N:14]=1)=O)C.[NH3:25]. Product: [Cl:24][C:9]1[N:8]=[N:7][C:6]([C:4]([NH2:25])=[O:3])=[C:11]([NH:12][C:13]2[CH:18]=[CH:17][CH:16]=[C:15]([N:19]3[CH:23]=[CH:22][N:21]=[N:20]3)[N:14]=2)[CH:10]=1. The catalyst class is: 5.